Dataset: Forward reaction prediction with 1.9M reactions from USPTO patents (1976-2016). Task: Predict the product of the given reaction. (1) Given the reactants [NH2:1][C:2]1[C:6]2[C:7](=[O:21])[N:8]([CH:12]([CH:18]([CH3:20])[CH3:19])[C:13]([O:15]CC)=[O:14])[CH:9]=[C:10]([Br:11])[C:5]=2[NH:4][N:3]=1.[OH-].[Na+].C(O)C, predict the reaction product. The product is: [NH2:1][C:2]1[C:6]2[C:7](=[O:21])[N:8]([CH:12]([CH:18]([CH3:19])[CH3:20])[C:13]([OH:15])=[O:14])[CH:9]=[C:10]([Br:11])[C:5]=2[NH:4][N:3]=1. (2) Given the reactants [Cl:1][C:2]1[CH:7]=[CH:6][N:5]=[CH:4][CH:3]=1.OS(O)(=O)=O.OO.[CH3:15][NH:16][CH:17]=[O:18], predict the reaction product. The product is: [Cl:1][C:2]1[CH:7]=[CH:6][N:5]=[C:4]([C:17]([NH:16][CH3:15])=[O:18])[CH:3]=1. (3) Given the reactants [CH3:1][C:2]1[CH:14]=[C:13]([N+]([O-])=O)[C:12](/[CH:18]=[CH:19]/[N:20]2CCCC2)=[CH:11][C:3]=1[O:4][C:5]1[CH:6]=[N:7][CH:8]=[N:9][CH:10]=1, predict the reaction product. The product is: [CH3:1][C:2]1[CH:14]=[C:13]2[C:12]([CH:18]=[CH:19][NH:20]2)=[CH:11][C:3]=1[O:4][C:5]1[CH:10]=[N:9][CH:8]=[N:7][CH:6]=1.